Dataset: Full USPTO retrosynthesis dataset with 1.9M reactions from patents (1976-2016). Task: Predict the reactants needed to synthesize the given product. Given the product [Br:1][C:2]1[CH:3]=[C:4]2[C:10]([S:19][C:13]3[CH:18]=[CH:17][CH:16]=[CH:15][CH:14]=3)=[CH:9][NH:8][C:5]2=[N:6][CH:7]=1, predict the reactants needed to synthesize it. The reactants are: [Br:1][C:2]1[CH:3]=[C:4]2[CH:10]=[CH:9][NH:8][C:5]2=[N:6][CH:7]=1.[H-].[Na+].[C:13]1([S:19][S:19][C:13]2[CH:18]=[CH:17][CH:16]=[CH:15][CH:14]=2)[CH:18]=[CH:17][CH:16]=[CH:15][CH:14]=1.O.